This data is from Forward reaction prediction with 1.9M reactions from USPTO patents (1976-2016). The task is: Predict the product of the given reaction. (1) Given the reactants [Br:1][C:2]1[CH:10]=[CH:9][C:5]([CH2:6][C:7]#N)=[C:4]([Cl:11])[CH:3]=1.[OH2:12].[OH-:13].[K+], predict the reaction product. The product is: [Br:1][C:2]1[CH:10]=[CH:9][C:5]([CH2:6][C:7]([OH:13])=[O:12])=[C:4]([Cl:11])[CH:3]=1. (2) Given the reactants [CH2:1]([S:5][C:6]1[CH:7]=[C:8]([CH2:12]O)[CH:9]=[CH:10][CH:11]=1)[CH:2]([CH3:4])[CH3:3].S(Cl)([Cl:16])=O.C(OCC)(=O)C, predict the reaction product. The product is: [Cl:16][CH2:12][C:8]1[CH:9]=[CH:10][CH:11]=[C:6]([S:5][CH2:1][CH:2]([CH3:4])[CH3:3])[CH:7]=1. (3) Given the reactants [C:1]([O:5][C:6]([N:8]1[CH2:12][CH2:11][C@@H:10]([N:13]([C:29]([O:31][CH2:32][C:33]2[CH:38]=[CH:37][CH:36]=[CH:35][CH:34]=2)=[O:30])[C:14]2[CH:19]=[CH:18][C:17]([N:20]3[CH2:24][C@H:23]([CH2:25]O)[O:22][C:21]3=[O:27])=[CH:16][C:15]=2[F:28])[CH2:9]1)=[O:7])([CH3:4])([CH3:3])[CH3:2].C(N(CC)CC)C.CS(Cl)(=O)=O.[N-:51]=[N+:52]=[N-:53].[Na+], predict the reaction product. The product is: [C:1]([O:5][C:6]([N:8]1[CH2:12][CH2:11][C@@H:10]([N:13]([C:14]2[CH:19]=[CH:18][C:17]([N:20]3[CH2:24][C@H:23]([CH2:25][N:51]=[N+:52]=[N-:53])[O:22][C:21]3=[O:27])=[CH:16][C:15]=2[F:28])[C:29]([O:31][CH2:32][C:33]2[CH:34]=[CH:35][CH:36]=[CH:37][CH:38]=2)=[O:30])[CH2:9]1)=[O:7])([CH3:2])([CH3:3])[CH3:4].